This data is from Experimentally validated miRNA-target interactions with 360,000+ pairs, plus equal number of negative samples. The task is: Binary Classification. Given a miRNA mature sequence and a target amino acid sequence, predict their likelihood of interaction. (1) The miRNA is mmu-miR-344g-3p with sequence CAGGCUCUAGCCAGGGGCUUGA. The protein sequence of the target gene is MSFIPVAEDSDFPIHNLPYGVFSTRGDPRPRIGVAIGDQILDLSIIKHLFTGPVLSKHQDVFNQPTLNSFMGLGQAAWKEARVFLQNLLSVSQARLRDDTELRKCAFISQASATMHLPATIGDYTDFYSSRQHATNVGIMFRDKENALMPNWLHLPVGYHGRASSVVVSGTPIRRPMGQMKPDDSKPPVYGACKLLDMELEMAFFVGPGNRLGEPIPISKAHEHIFGMVLMNDWSARDIQKWEYVPLGPFLGKSFGTTVSPWVVPMDALMPFAVPNPKQDPRPLPYLCHDEPYTFDINLS.... Result: 0 (no interaction). (2) The miRNA is hsa-miR-518d-5p with sequence CUCUAGAGGGAAGCACUUUCUG. The protein sequence of the target gene is MSAEEMVQIRLEDRCYPVSKSKLIEQSDYFRALYRSGMREAVRPEVGPEVQQLRGLSAPGLRLVLDFINAGGAREGWGLSEDELAEASVLSEMVEAASFLQVTALLRLLLSHVRLGNCLELYRLAQVYGLPDLQDACLRFMVLRFHQVLCQPQFPLLLSPPQAPGDCSLKQRLREARMRGTPVLVALGDFLGGPLAPHPYQGEPPSMLRYEETTERWFPLANNLPPDLVNVRGYGSAILDNYLFIVGGYRITSQEISAAHSYNPITNEWLQVASMNQKRSNFKLVAVNSKLYAIGGQAVS.... Result: 0 (no interaction). (3) The miRNA is hsa-miR-6841-5p with sequence UAGGGUACUCAGAGCAAGUUGU. The protein sequence of the target gene is MGQGDESERIVINVGGTRHQTYRSTLRTLPGTRLAWLAEPDAHSHFDYDPRADEFFFDRHPGVFAHILNYYRTGKLHCPADVCGPLYEEELAFWGIDETDVEPCCWMTYRQHRDAEEALDSFGGAPLDNSADDADADGPGDSGDGEDELEMTKRLALSDSPDGRPGGFWRRWQPRIWALFEDPYSSRYARYVAFASLFFILVSITTFCLETHERFNPIVNKTEIENVRNGTQVRYYREAETEAFLTYIEGVCVVWFTFEFLMRVIFCPNKVEFIKNSLNIIDFVAILPFYLEVGLSGLSS.... Result: 0 (no interaction). (4) The miRNA is hsa-miR-4680-5p with sequence AGAACUCUUGCAGUCUUAGAUGU. The protein sequence of the target gene is MTEYKLVVVGDGGVGKSALTIQLIQNHFVEEYDPTIEDSYRKQVVIDGETCLLDILDTAGQEEYSAMRDQYMRTGEGFLLVFAVNEAKSFENVANYREQIRRVKDSDDVPMVLVGNKCDLSSRSVDFRTVSETAKGYGIPNVDTSAKTRMGVDEAFYTLVREIRKHRERHDNNKPQKKKKCQIM. Result: 0 (no interaction). (5) The miRNA is mmu-miR-467b-3p with sequence AUAUACAUACACACACCAACAC. The protein sequence of the target gene is MEVTADQPRWVSHHHPAVLNGQHPDTHHPGLGHSYMEAQYPLTEEVDVLFNIDGQGNHVPSYYGNSVRATVQRYPPTHHGSQVCRPPLLHGSLPWLDGGKALSSHHTASPWNLSPFSKTSIHHGSPGPLSVYPPASSSSLAAGHSSPHLFTFPPTPPKDVSPDPSLSTPGSAGSARQDEKECLKYQVQLPDSMKLETSHSRGSMTTLGGASSSAHHPITTYPPYVPEYSSGLFPPSSLLGGSPTGFGCKSRPKARSSTEGRECVNCGATSTPLWRRDGTGHYLCNACGLYHKMNGQNRPL.... Result: 0 (no interaction). (6) Result: 0 (no interaction). The protein sequence of the target gene is MEHNGSASNADKIHQNRLSSVTEDEDQDAALTIVTVLDKVASIVDSVQASQKRIEERHREMENAIKSVQIDLLKLSQSHSNTGHIINKLFEKTRKVSAHIKDVKARVEKQQIHVKKVEVKQEEIMKKNKFRVVIFQEKFRCPTSLSVVKDRNLTENQEEDDDDIFDPPVDLSSDEEYYVEESRSARLRKSGKEHIDNIKKAFSKENMQKTRQNLDKKVNRIRTRIVTPERRERLRQSGERLRQSGERLRQSGERFKKSISNAAPSKEAFKMRSLRKGKDRTVAEGEECAREMGVDIIARS.... The miRNA is hsa-miR-219b-3p with sequence AGAAUUGCGUUUGGACAAUCAGU.